This data is from Forward reaction prediction with 1.9M reactions from USPTO patents (1976-2016). The task is: Predict the product of the given reaction. (1) Given the reactants O=[C:2]1[CH2:7][CH2:6][N:5]([C:8]2[CH:13]=[CH:12][C:11]([NH:14][S:15]([C:18]3[S:19][C:20]([C:23]4[CH:28]=[CH:27][CH:26]=[CH:25][N:24]=4)=[CH:21][CH:22]=3)(=[O:17])=[O:16])=[CH:10][CH:9]=2)[CH2:4][CH2:3]1.[NH2:29][CH2:30][CH:31]([C:33]1[CH:34]=[CH:35][C:36]([OH:44])=[C:37]([NH:39][S:40]([CH3:43])(=[O:42])=[O:41])[CH:38]=1)[OH:32], predict the reaction product. The product is: [OH:32][CH:31]([C:33]1[CH:34]=[CH:35][C:36]([OH:44])=[C:37]([NH:39][S:40]([CH3:43])(=[O:42])=[O:41])[CH:38]=1)[CH2:30][NH:29][CH:2]1[CH2:3][CH2:4][N:5]([C:8]2[CH:9]=[CH:10][C:11]([NH:14][S:15]([C:18]3[S:19][C:20]([C:23]4[CH:28]=[CH:27][CH:26]=[CH:25][N:24]=4)=[CH:21][CH:22]=3)(=[O:17])=[O:16])=[CH:12][CH:13]=2)[CH2:6][CH2:7]1. (2) Given the reactants [CH3:1][C:2]1[N:3]=[C:4]2[C:9]([O:10]CC=C(C)C)=[CH:8][C:7]([N:16]3[CH:21]=[CH:20][CH:19]=[CH:18][C:17]3=[O:22])=[CH:6][N:5]2[C:23]=1[CH3:24], predict the reaction product. The product is: [OH:10][C:9]1[C:4]2[N:5]([C:23]([CH3:24])=[C:2]([CH3:1])[N:3]=2)[CH:6]=[C:7]([N:16]2[CH2:21][CH2:20][CH2:19][CH2:18][C:17]2=[O:22])[CH:8]=1. (3) Given the reactants Cl[CH2:2]/[CH:3]=[CH:4]/[B:5]1[O:9][C:8]([CH3:11])([CH3:10])[C:7]([CH3:13])([CH3:12])[O:6]1.C(=O)([O-])[O-].[K+].[K+].[CH2:20](CN)[C:21]1[CH:26]=[CH:25][CH:24]=[CH:23][CH:22]=1.[C:29](#[N:31])C, predict the reaction product. The product is: [CH2:20]([N:31]([CH3:29])[CH2:2]/[CH:3]=[CH:4]/[B:5]1[O:9][C:8]([CH3:11])([CH3:10])[C:7]([CH3:13])([CH3:12])[O:6]1)[C:21]1[CH:22]=[CH:23][CH:24]=[CH:25][CH:26]=1.